This data is from Full USPTO retrosynthesis dataset with 1.9M reactions from patents (1976-2016). The task is: Predict the reactants needed to synthesize the given product. (1) Given the product [C:9]1([CH:21]2[CH:25]([C:26]3[C:34]4[C:29](=[CH:30][CH:31]=[CH:32][CH:33]=4)[NH:28][CH:27]=3)[C:24](=[O:35])[NH:23][C:22]2=[O:42])[C:19]2=[C:20]3[C:15](=[CH:16][CH:17]=[CH:18]2)[CH2:14][CH2:13][CH2:12][N:11]3[CH:10]=1, predict the reactants needed to synthesize it. The reactants are: C(N)C1C=CC=CC=1.[C:9]1([C@H:21]2[C@H:25]([C:26]3[C:34]4[C:29](=[CH:30][CH:31]=[CH:32][CH:33]=4)[NH:28][CH:27]=3)[C:24](=[O:35])[N:23](C3C=CC=CC=3)[C:22]2=[O:42])[C:19]2=[C:20]3[C:15](=[CH:16][CH:17]=[CH:18]2)[CH2:14][CH2:13][CH2:12][N:11]3[CH:10]=1.C1([C@H]2[C@H](C3C4C(=CC=CC=4)NC=3)C(=O)NC2=O)C2=C3C(=CC=C2)CCCN3C=1.CC(C)([O-])C.[K+].COC(=O)C(C1C2=C3C(=CC=C2)CCCN3C=1)C(C1C2C(=CC=CC=2)NC=1)C(OC)=O.N. (2) Given the product [NH2:1][C:2]1[N:7]=[C:6]([C:8]2[O:9][CH:10]=[CH:11][CH:12]=2)[C:5]([C:13]#[N:14])=[C:4]([O:20][CH:19]([C:21]2[CH:26]=[CH:25][CH:24]=[CH:23][N:22]=2)[CH3:18])[N:3]=1, predict the reactants needed to synthesize it. The reactants are: [NH2:1][C:2]1[N:7]=[C:6]([C:8]2[O:9][CH:10]=[CH:11][CH:12]=2)[C:5]([C:13]#[N:14])=[C:4](S(C)=O)[N:3]=1.[CH3:18][CH:19]([C:21]1[CH:26]=[CH:25][CH:24]=[CH:23][N:22]=1)[OH:20].C1CCN2C(=NCCC2)CC1. (3) Given the product [CH3:20][O:21][C:22]1[CH:27]=[C:26]([C:2]2[CH:7]=[CH:6][CH:5]=[C:4]([NH:8][C:9](=[O:19])[O:10][CH:11]3[CH:16]4[CH2:17][CH2:18][N:13]([CH2:14][CH2:15]4)[CH2:12]3)[CH:3]=2)[CH:25]=[CH:24][CH:23]=1, predict the reactants needed to synthesize it. The reactants are: Br[C:2]1[CH:3]=[C:4]([NH:8][C:9](=[O:19])[O:10][CH:11]2[CH:16]3[CH2:17][CH2:18][N:13]([CH2:14][CH2:15]3)[CH2:12]2)[CH:5]=[CH:6][CH:7]=1.[CH3:20][O:21][C:22]1[CH:23]=[C:24](B(O)O)[CH:25]=[CH:26][CH:27]=1. (4) Given the product [CH2:1]([O:3][C:4](=[O:17])[C@:5]([CH2:14][C:15]#[N:16])([CH2:11][CH2:12][CH3:13])[C:6]([OH:8])=[O:7])[CH3:2], predict the reactants needed to synthesize it. The reactants are: [CH2:1]([O:3][C:4](=[O:17])[C:5]([CH2:14][C:15]#[N:16])([CH2:11][CH2:12][CH3:13])[C:6]([O:8]CC)=[O:7])[CH3:2].C(O)C(N)(CO)CO.[OH-].[Na+].S(=O)(=O)(O)O.O=[Si]=O. (5) Given the product [ClH:2].[Cl:2][C:3]1[CH:8]=[CH:7][C:6]([C:9]2[N:14]=[C:13]([C:15]([NH:17][C@@H:18]([CH2:19][CH2:20][OH:21])[C:23]([CH3:24])([CH3:26])[CH3:25])=[O:16])[CH:12]=[CH:11][C:10]=2[C:27]2[CH:32]=[CH:31][CH:30]=[CH:29][C:28]=2[CH3:33])=[CH:5][C:4]=1[O:34][CH2:35][CH2:36][CH2:37][N:38]([CH3:40])[CH3:39], predict the reactants needed to synthesize it. The reactants are: Cl.[Cl:2][C:3]1[CH:8]=[CH:7][C:6]([C:9]2[N:14]=[C:13]([C:15]([NH:17][C@H:18]([C:23]([CH3:26])([CH3:25])[CH3:24])[CH2:19][C:20](O)=[O:21])=[O:16])[CH:12]=[CH:11][C:10]=2[C:27]2[CH:32]=[CH:31][CH:30]=[CH:29][C:28]=2[CH3:33])=[CH:5][C:4]=1[O:34][CH2:35][CH2:36][CH2:37][N:38]([CH3:40])[CH3:39].